From a dataset of Peptide-MHC class II binding affinity with 134,281 pairs from IEDB. Regression. Given a peptide amino acid sequence and an MHC pseudo amino acid sequence, predict their binding affinity value. This is MHC class II binding data. (1) The peptide sequence is GELQIVDIIDAAFKI. The MHC is DRB1_0404 with pseudo-sequence DRB1_0404. The binding affinity (normalized) is 0.605. (2) The peptide sequence is LGVLLLIGCWYCRRRNGYR. The MHC is HLA-DQA10501-DQB10301 with pseudo-sequence HLA-DQA10501-DQB10301. The binding affinity (normalized) is 0.409. (3) The peptide sequence is NVWERHYLAGEMTLM. The MHC is DRB1_0401 with pseudo-sequence DRB1_0401. The binding affinity (normalized) is 0.449. (4) The peptide sequence is CTNAKVTAKGVSEAN. The MHC is DRB5_0101 with pseudo-sequence DRB5_0101. The binding affinity (normalized) is 0.272. (5) The peptide sequence is SQDLEVSWNLNGLQAY. The MHC is HLA-DQA10101-DQB10501 with pseudo-sequence HLA-DQA10101-DQB10501. The binding affinity (normalized) is 0.680. (6) The peptide sequence is KLIGGIGGFVKVRQYDQILI. The MHC is DRB4_0101 with pseudo-sequence DRB4_0103. The binding affinity (normalized) is 0.344. (7) The peptide sequence is TWAENIQVAINQVRAII. The MHC is DRB1_0101 with pseudo-sequence DRB1_0101. The binding affinity (normalized) is 0.0528. (8) The binding affinity (normalized) is 0.566. The MHC is DRB1_0405 with pseudo-sequence DRB1_0405. The peptide sequence is YDKFLANVSTVCTGK.